This data is from Reaction yield outcomes from USPTO patents with 853,638 reactions. The task is: Predict the reaction yield, written as a fraction of the theoretical maximum amount of product (1.0 means a 100% yield; for example, 0.34 means a 34% yield). (1) The reactants are COC1C=C(OC)C=CC=1C[NH:6][C:7]([C:9]1[S:10][C:11]([C:14]2[N:18]3[N:19]=[C:20]([NH:23][CH2:24][CH2:25][CH2:26][N:27]4[CH2:31][CH2:30][CH2:29][C:28]4=[O:32])[CH:21]=[CH:22][C:17]3=[N:16][CH:15]=2)=[CH:12][CH:13]=1)=[O:8].C(O)(C(F)(F)F)=O. The catalyst is C(Cl)Cl. The product is [O:32]=[C:28]1[CH2:29][CH2:30][CH2:31][N:27]1[CH2:26][CH2:25][CH2:24][NH:23][C:20]1[CH:21]=[CH:22][C:17]2[N:18]([C:14]([C:11]3[S:10][C:9]([C:7]([NH2:6])=[O:8])=[CH:13][CH:12]=3)=[CH:15][N:16]=2)[N:19]=1. The yield is 0.720. (2) The reactants are [O:1]1[CH2:5][CH2:4][CH2:3][CH2:2]1.[F:6][C:7]1[CH:24]=[CH:23][CH:22]=[CH:21][C:8]=1[O:9][C:10]1[CH:15]=[CH:14][C:13]([CH2:16]C(Cl)=NO)=CC=1.C([C:27]1[C:28]([NH2:33])=[N:29][CH:30]=[CH:31][CH:32]=1)#C.[CH2:34]([N:36](CC)CC)C. The catalyst is O. The product is [F:6][C:7]1[CH:24]=[CH:23][CH:22]=[CH:21][C:8]=1[O:9][C:10]1[CH:15]=[CH:14][CH:13]=[CH:16][C:2]=1[CH2:3][C:4]1[CH:34]=[N:36][O:1][C:5]=1[C:27]1[C:28]([NH2:33])=[N:29][CH:30]=[CH:31][CH:32]=1. The yield is 0.373. (3) The reactants are P(O)(O)(O)=O.ClC1C(NC2C=C(OC(C)C)NN=2)=NC([NH:13][C@H:14]([C:16]2[CH:21]=[CH:20][C:19]([F:22])=[CH:18][N:17]=2)[CH3:15])=NC=1.[CH3:45][C:44]([O:43][C:41](O[C:41]([O:43][C:44]([CH3:47])([CH3:46])[CH3:45])=[O:42])=[O:42])([CH3:47])[CH3:46].O.[OH-].[Li+].O. The catalyst is CN(C1C=CN=CC=1)C.C1COCC1.CCOCC. The product is [C:44]([O:43][C:41](=[O:42])[NH:13][C@H:14]([C:16]1[CH:21]=[CH:20][C:19]([F:22])=[CH:18][N:17]=1)[CH3:15])([CH3:45])([CH3:46])[CH3:47]. The yield is 0.940. (4) The reactants are Br[C:2]1[CH:7]=[CH:6][C:5]([CH:8]([CH:10]2[CH2:12][CH2:11]2)[CH3:9])=[CH:4][CH:3]=1.[CH3:13][NH2:14]. The catalyst is O. The product is [CH:10]1([CH:8]([C:5]2[CH:6]=[CH:7][C:2]([NH:14][CH3:13])=[CH:3][CH:4]=2)[CH3:9])[CH2:12][CH2:11]1. The yield is 0.150.